From a dataset of Catalyst prediction with 721,799 reactions and 888 catalyst types from USPTO. Predict which catalyst facilitates the given reaction. (1) Reactant: [NH2:1][N:2]1[C:7](=[O:8])[C:6]([C:9]2[NH:14][C:13]3[CH:15]=[CH:16][CH:17]=[CH:18][C:12]=3[S:11](=[O:20])(=[O:19])[N:10]=2)=[C:5]([OH:21])[C:4]2[S:22][CH:23]=[CH:24][C:3]1=2.[S:25]1[CH:29]=[CH:28][C:27]([CH:30]=O)=[CH:26]1. Product: [O:19]=[S:11]1(=[O:20])[C:12]2[CH:18]=[CH:17][CH:16]=[CH:15][C:13]=2[NH:14][C:9]([C:6]2[C:7](=[O:8])[N:2]([N:1]=[CH:30][C:27]3[CH:28]=[CH:29][S:25][CH:26]=3)[C:3]3[CH:24]=[CH:23][S:22][C:4]=3[C:5]=2[OH:21])=[N:10]1. The catalyst class is: 80. (2) The catalyst class is: 37. Product: [C:27]([C:19]1[N:18]=[C:17]([O:1][C@@H:2]2[CH2:6][CH2:5][N:4]([C:7]([O:9][C:10]([CH3:13])([CH3:12])[CH3:11])=[O:8])[CH2:3]2)[C:26]2[C:21]([CH:20]=1)=[CH:22][CH:23]=[CH:24][CH:25]=2)#[N:28]. Reactant: [OH:1][C@@H:2]1[CH2:6][CH2:5][N:4]([C:7]([O:9][C:10]([CH3:13])([CH3:12])[CH3:11])=[O:8])[CH2:3]1.[H-].[Na+].Cl[C:17]1[C:26]2[C:21](=[CH:22][CH:23]=[CH:24][CH:25]=2)[CH:20]=[C:19]([C:27]#[N:28])[N:18]=1. (3) Reactant: Cl[C:2]1[CH:7]=[CH:6][N:5]=[C:4]([C:8]2[CH:13]=[CH:12][CH:11]=[CH:10][CH:9]=2)[CH:3]=1.[N+:14]([C:17]1[CH:22]=[CH:21][C:20]([OH:23])=[CH:19][CH:18]=1)([O-:16])=[O:15].CCN(C(C)C)C(C)C.CN1CCCC1=O. Product: [N+:14]([C:17]1[CH:22]=[CH:21][C:20]([O:23][C:2]2[CH:7]=[CH:6][N:5]=[C:4]([C:8]3[CH:13]=[CH:12][CH:11]=[CH:10][CH:9]=3)[CH:3]=2)=[CH:19][CH:18]=1)([O-:16])=[O:15]. The catalyst class is: 6. (4) Reactant: [F:1][C:2]1[C:7]([F:8])=[CH:6][CH:5]=[CH:4][C:3]=1[OH:9].P([O-])([O-])([O-])=O.[K+].[K+].[K+].O.C1(C)C=CC=CC=1.CS(O[CH2:31][C@H:32]1[CH2:37][CH2:36][C@H:35]([C@H:38]2[CH2:43][CH2:42][C@H:41]([CH:44]=[CH2:45])[CH2:40][CH2:39]2)[CH2:34][CH2:33]1)(=O)=O. Product: [F:1][C:2]1[C:7]([F:8])=[CH:6][CH:5]=[CH:4][C:3]=1[O:9][CH2:31][C@H:32]1[CH2:37][CH2:36][C@H:35]([C@H:38]2[CH2:43][CH2:42][C@H:41]([CH:44]=[CH2:45])[CH2:40][CH2:39]2)[CH2:34][CH2:33]1. The catalyst class is: 3. (5) Reactant: [Cl:1][C:2]1[N:10]=[C:9]2[C:5]([N:6]=[CH:7][N:8]2[CH:11]2[CH2:15][CH2:14][CH2:13][CH2:12]2)=[C:4](Cl)[N:3]=1.[CH3:17][O:18][C:19]1[CH:26]=[CH:25][C:22]([CH2:23][NH2:24])=[CH:21][CH:20]=1. Product: [Cl:1][C:2]1[N:10]=[C:9]2[C:5]([N:6]=[CH:7][N:8]2[CH:11]2[CH2:15][CH2:14][CH2:13][CH2:12]2)=[C:4]([NH:24][CH2:23][C:22]2[CH:25]=[CH:26][C:19]([O:18][CH3:17])=[CH:20][CH:21]=2)[N:3]=1. The catalyst class is: 66. (6) Reactant: [Na].[CH2:2]([OH:5])[CH2:3][CH3:4].Cl[C:7]1[CH:12]=[C:11]([I:13])[CH:10]=[CH:9][N:8]=1. Product: [I:13][C:11]1[CH:10]=[CH:9][N:8]=[C:7]([O:5][CH2:2][CH2:3][CH3:4])[CH:12]=1. The catalyst class is: 6. (7) Reactant: [CH2:1]([O:8][C:9]([NH:11][CH:12]1[C:18](=[O:19])[NH:17][C:16]2[CH:20]=[CH:21][C:22]([N:24]3[CH2:28][CH:27]([CH2:29][O:30]C(=O)CCC)[O:26][C:25]3=[O:36])=[CH:23][C:15]=2[CH2:14][CH2:13]1)=[O:10])[C:2]1[CH:7]=[CH:6][CH:5]=[CH:4][CH:3]=1.C([O-])([O-])=O.[K+].[K+]. Product: [CH2:1]([O:8][C:9](=[O:10])[NH:11][C@H:12]1[C:18](=[O:19])[NH:17][C:16]2[CH:20]=[CH:21][C:22]([N:24]3[CH2:28][CH:27]([CH2:29][OH:30])[O:26][C:25]3=[O:36])=[CH:23][C:15]=2[CH2:14][CH2:13]1)[C:2]1[CH:3]=[CH:4][CH:5]=[CH:6][CH:7]=1. The catalyst class is: 5.